From a dataset of Catalyst prediction with 721,799 reactions and 888 catalyst types from USPTO. Predict which catalyst facilitates the given reaction. (1) Reactant: CC([N:5]([C@H:9]([CH3:28])[C:10]([NH:12][C:13]1[CH:18]=[CH:17][C:16]([O:19][C:20]2[CH:25]=[CH:24][CH:23]=[C:22]([O:26][CH3:27])[CH:21]=2)=[CH:15][CH:14]=1)=[O:11])C(=O)[O-])(C)C.C(O)(C(F)(F)F)=O. Product: [CH3:27][O:26][C:22]1[CH:21]=[C:20]([O:19][C:16]2[CH:17]=[CH:18][C:13]([NH:12][C:10](=[O:11])[C@@H:9]([CH3:28])[NH2:5])=[CH:14][CH:15]=2)[CH:25]=[CH:24][CH:23]=1. The catalyst class is: 4. (2) Reactant: [OH:1][C:2]1[CH:10]=[C:9]([O:11][CH3:12])[CH:8]=[CH:7][C:3]=1[C:4]([OH:6])=O.S(Cl)(Cl)=O.[F:17][C:18]1[CH:23]=[C:22]([F:24])[CH:21]=[CH:20][C:19]=1[NH2:25]. Product: [F:17][C:18]1[CH:23]=[C:22]([F:24])[CH:21]=[CH:20][C:19]=1[NH:25][C:4](=[O:6])[C:3]1[CH:7]=[CH:8][C:9]([O:11][CH3:12])=[CH:10][C:2]=1[OH:1]. The catalyst class is: 7. (3) Reactant: Cl[C:2]1[CH:7]=[C:6]([C:8]([F:11])([F:10])[F:9])[N:5]=[C:4]([C:12]2[CH:13]=[N:14][CH:15]=[CH:16][CH:17]=2)[N:3]=1.[CH2:18]([O:20][C:21]1[CH:27]=[CH:26][C:25]([O:28][CH2:29][CH3:30])=[CH:24][C:22]=1[NH2:23])[CH3:19].Cl.[OH-].[Na+]. Product: [CH2:18]([O:20][C:21]1[CH:27]=[CH:26][C:25]([O:28][CH2:29][CH3:30])=[CH:24][C:22]=1[NH:23][C:2]1[CH:7]=[C:6]([C:8]([F:11])([F:10])[F:9])[N:5]=[C:4]([C:12]2[CH:13]=[N:14][CH:15]=[CH:16][CH:17]=2)[N:3]=1)[CH3:19]. The catalyst class is: 97. (4) Reactant: [NH2:1][C:2]1[C:10]([F:11])=[CH:9][C:8]([F:12])=[CH:7][C:3]=1[C:4]([NH2:6])=[O:5].[CH:13]([C:15]1[CH:24]=[CH:23][C:18]([C:19]([O:21][CH3:22])=[O:20])=[CH:17][CH:16]=1)=O.S(OS([O-])=O)([O-])=O.[Na+].[Na+]. Product: [CH3:22][O:21][C:19](=[O:20])[C:18]1[CH:23]=[CH:24][C:15]([C:13]2[NH:6][C:4](=[O:5])[C:3]3[C:2](=[C:10]([F:11])[CH:9]=[C:8]([F:12])[CH:7]=3)[N:1]=2)=[CH:16][CH:17]=1. The catalyst class is: 60. (5) Reactant: [CH3:1][C:2]1[CH:20]=[CH:19][C:5]([CH2:6][N:7]2[CH2:12][CH2:11][N:10]([CH2:13][C:14](OCC)=[O:15])[CH2:9][CH2:8]2)=[CH:4][CH:3]=1.[NH2:21][NH2:22]. Product: [CH3:1][C:2]1[CH:20]=[CH:19][C:5]([CH2:6][N:7]2[CH2:12][CH2:11][N:10]([CH2:13][C:14]([NH:21][NH2:22])=[O:15])[CH2:9][CH2:8]2)=[CH:4][CH:3]=1. The catalyst class is: 8. (6) Reactant: [F:1][C:2]1[CH:7]=[CH:6][C:5]([C:8]2[C:17]3[C:12](=[CH:13][C:14]([CH2:18][N:19]4[C:23](=[O:24])[CH2:22][N:21]([CH3:25])[C:20]4=[O:26])=[CH:15][CH:16]=3)[N:11]=[C:10]([C:27]#[N:28])[CH:9]=2)=[CH:4][CH:3]=1.C([O-])([O-])=[O:30].C([O-])([O-])=O.OO.OO.OO.[Na+].[Na+].[Na+].[Na+].[NH4+].[Cl-]. Product: [F:1][C:2]1[CH:7]=[CH:6][C:5]([C:8]2[C:17]3[C:12](=[CH:13][C:14]([CH2:18][N:19]4[C:23](=[O:24])[CH2:22][N:21]([CH3:25])[C:20]4=[O:26])=[CH:15][CH:16]=3)[N:11]=[C:10]([C:27]([NH2:28])=[O:30])[CH:9]=2)=[CH:4][CH:3]=1. The catalyst class is: 95. (7) Product: [OH:32][C@@H:27]1[CH2:28][CH2:29][CH2:30][CH2:31][C@H:26]1[NH:25][C:23]1[S:24][C:20]2[CH:19]=[C:18]([CH2:17][N:14]3[C:13]4[CH:35]=[CH:36][C:10]([N:37]5[CH2:42][CH2:41][CH2:40][CH2:39][C:38]5=[O:43])=[CH:11][C:12]=4[N:16]=[CH:15]3)[CH:34]=[CH:33][C:21]=2[N:22]=1. Reactant: P([O-])([O-])([O-])=O.[K+].[K+].[K+].I[C:10]1[CH:36]=[CH:35][C:13]2[N:14]([CH2:17][C:18]3[CH:34]=[CH:33][C:21]4[N:22]=[C:23]([NH:25][C@@H:26]5[CH2:31][CH2:30][CH2:29][CH2:28][C@H:27]5[OH:32])[S:24][C:20]=4[CH:19]=3)[CH:15]=[N:16][C:12]=2[CH:11]=1.[NH:37]1[CH2:42][CH2:41][CH2:40][CH2:39][C:38]1=[O:43]. The catalyst class is: 846. (8) Reactant: [NH2:1][C@H:2]([C:4]([OH:6])=[O:5])[CH3:3].[CH3:7][C:8]1[CH:13]=[CH:12][C:11]([CH3:14])=[CH:10][C:9]=1[S:15]([OH:18])(=[O:17])=[O:16]. The catalyst class is: 8. Product: [CH3:7][C:8]1[CH:13]=[CH:12][C:11]([CH3:14])=[CH:10][C:9]=1[S:15]([OH:18])(=[O:17])=[O:16].[CH2:7]([O:5][C:4](=[O:6])[C@H:2]([CH3:3])[NH2:1])[CH3:8]. (9) Reactant: [Br:1][C:2]1[CH:10]=[C:9]([F:11])[CH:8]=[C:7]2[C:3]=1[CH:4]=[C:5]([C:20]([O:22]C)=O)[N:6]2[CH2:12][CH2:13][CH2:14][C:15]([O:17][CH2:18][CH3:19])=[O:16].CC(C)([O-])C.[K+].Cl. Product: [Br:1][C:2]1[CH:10]=[C:9]([F:11])[CH:8]=[C:7]2[C:3]=1[CH:4]=[C:5]1[C:20](=[O:22])[CH:14]([C:15]([O:17][CH2:18][CH3:19])=[O:16])[CH2:13][CH2:12][N:6]12. The catalyst class is: 1. (10) Reactant: [CH3:1][C:2]([CH3:7])([CH2:5][OH:6])[CH2:3][OH:4].[H-].[Na+].[Si:10](Cl)([C:13]([CH3:16])([CH3:15])[CH3:14])([CH3:12])[CH3:11].C(=O)(O)[O-].[Na+]. Product: [Si:10]([O:4][CH2:3][C:2]([CH3:7])([CH3:1])[CH2:5][OH:6])([C:13]([CH3:16])([CH3:15])[CH3:14])([CH3:12])[CH3:11]. The catalyst class is: 7.